Dataset: Catalyst prediction with 721,799 reactions and 888 catalyst types from USPTO. Task: Predict which catalyst facilitates the given reaction. (1) Reactant: [F:1][C:2]1[C:3]([C:9](=O)[CH3:10])=[N:4][CH:5]=[C:6]([F:8])[CH:7]=1.Cl.[NH2:13][OH:14].CCN(CC)CC. Product: [F:1][C:2]1[C:3]([C:9](=[N:13][OH:14])[CH3:10])=[N:4][CH:5]=[C:6]([F:8])[CH:7]=1. The catalyst class is: 8. (2) Reactant: [F:1][C:2]([F:17])([F:16])[C:3]1[CH:8]=[CH:7][C:6]([C:9]2[O:13][N:12]=[C:11]([CH2:14][OH:15])[CH:10]=2)=[CH:5][CH:4]=1.[C:18]([Si:22](Cl)([CH3:24])[CH3:23])([CH3:21])([CH3:20])[CH3:19].N1C=CN=C1.C(Cl)Cl. Product: [Si:22]([O:15][CH2:14][C:11]1[CH:10]=[C:9]([C:6]2[CH:5]=[CH:4][C:3]([C:2]([F:1])([F:16])[F:17])=[CH:8][CH:7]=2)[O:13][N:12]=1)([C:18]([CH3:21])([CH3:20])[CH3:19])([CH3:24])[CH3:23]. The catalyst class is: 6. (3) Reactant: [NH2:1][C:2]1[N:3]=[CH:4][C:5]([C:16]2[CH:21]=[CH:20][N:19]=[C:18]([C:22]([O:24]C)=[O:23])[CH:17]=2)=[N:6][C:7]=1[N:8]1[CH2:14][CH2:13][CH2:12][N:11]([CH3:15])[CH2:10][CH2:9]1.O.[OH-].[Li+]. Product: [NH2:1][C:2]1[N:3]=[CH:4][C:5]([C:16]2[CH:21]=[CH:20][N:19]=[C:18]([C:22]([OH:24])=[O:23])[CH:17]=2)=[N:6][C:7]=1[N:8]1[CH2:14][CH2:13][CH2:12][N:11]([CH3:15])[CH2:10][CH2:9]1. The catalyst class is: 20. (4) Reactant: [F:1][C:2]([F:22])([C:18]([F:21])([F:20])[F:19])[C:3]([F:17])([F:16])[C:4]([F:15])([F:14])[CH2:5][CH2:6][CH2:7][CH2:8][CH2:9][CH2:10][CH2:11][CH2:12]O.[BrH:23].S(=O)(=O)(O)O. Product: [Br:23][CH2:12][CH2:11][CH2:10][CH2:9][CH2:8][CH2:7][CH2:6][CH2:5][C:4]([F:15])([F:14])[C:3]([F:17])([F:16])[C:2]([F:22])([F:1])[C:18]([F:21])([F:20])[F:19]. The catalyst class is: 6. (5) Reactant: [OH:1][CH2:2][CH2:3][CH2:4][C:5]1[CH:10]=[C:9]([C:11]2[CH:16]=[C:15]([C:17]([F:20])([F:19])[F:18])[CH:14]=[C:13]([S:21](=[O:25])(=[O:24])[NH:22][CH3:23])[CH:12]=2)[N:8]=[C:7]([C:26]#[N:27])[N:6]=1.CC(OI1(OC(C)=O)(OC(C)=O)OC(=O)C2C=CC=CC1=2)=O. Product: [CH3:23][NH:22][S:21]([C:13]1[CH:12]=[C:11]([C:9]2[CH:10]=[C:5]([CH2:4][CH2:3][CH:2]=[O:1])[N:6]=[C:7]([C:26]#[N:27])[N:8]=2)[CH:16]=[C:15]([C:17]([F:19])([F:18])[F:20])[CH:14]=1)(=[O:25])=[O:24]. The catalyst class is: 4.